This data is from Reaction yield outcomes from USPTO patents with 853,638 reactions. The task is: Predict the reaction yield, written as a fraction of the theoretical maximum amount of product (1.0 means a 100% yield; for example, 0.34 means a 34% yield). The reactants are [C:1](=[O:19])([O:17][CH3:18])[O:2][C:3]1[CH:8]=[C:7]([N+:9]([O-:11])=[O:10])[C:6]([C:12]([CH3:15])([CH3:14])[CH3:13])=[CH:5][C:4]=1Br.[C:20]1(B(O)O)[CH2:24][CH2:23][CH2:22][CH:21]=1.C([O-])([O-])=O.[Na+].[Na+].C(O)C. The catalyst is C1C=CC([P]([Pd]([P](C2C=CC=CC=2)(C2C=CC=CC=2)C2C=CC=CC=2)([P](C2C=CC=CC=2)(C2C=CC=CC=2)C2C=CC=CC=2)[P](C2C=CC=CC=2)(C2C=CC=CC=2)C2C=CC=CC=2)(C2C=CC=CC=2)C2C=CC=CC=2)=CC=1.C1(C)C=CC=CC=1. The product is [C:1](=[O:19])([O:17][CH3:18])[O:2][C:3]1[CH:8]=[C:7]([N+:9]([O-:11])=[O:10])[C:6]([C:12]([CH3:15])([CH3:14])[CH3:13])=[CH:5][C:4]=1[C:20]1[CH2:24][CH2:23][CH2:22][CH:21]=1. The yield is 0.400.